Dataset: Catalyst prediction with 721,799 reactions and 888 catalyst types from USPTO. Task: Predict which catalyst facilitates the given reaction. (1) The catalyst class is: 1. Product: [C:1]([C:3]1[C:4]([C:13]2[C:21]3[C:16](=[N:17][CH:18]=[C:19]([NH:22][C:23](=[O:32])[O:24][CH2:25][C:26]4[CH:31]=[CH:30][CH:29]=[CH:28][CH:27]=4)[CH:20]=3)[N:15]([S:33]([C:36]3[CH:42]=[CH:41][C:39]([CH3:40])=[CH:38][CH:37]=3)(=[O:35])=[O:34])[CH:14]=2)=[N:5][C:6]([NH:46][CH:43]([CH3:45])[CH3:44])=[N:7][CH:8]=1)#[N:2]. Reactant: [C:1]([C:3]1[C:4]([C:13]2[C:21]3[C:16](=[N:17][CH:18]=[C:19]([NH:22][C:23](=[O:32])[O:24][CH2:25][C:26]4[CH:31]=[CH:30][CH:29]=[CH:28][CH:27]=4)[CH:20]=3)[N:15]([S:33]([C:36]3[CH:42]=[CH:41][C:39]([CH3:40])=[CH:38][CH:37]=3)(=[O:35])=[O:34])[CH:14]=2)=[N:5][C:6](S(C)(=O)=O)=[N:7][CH:8]=1)#[N:2].[CH:43]([NH2:46])([CH3:45])[CH3:44].CCN(C(C)C)C(C)C. (2) Reactant: [CH2:1]([NH2:8])[C:2]1[CH:7]=[CH:6][CH:5]=[CH:4][CH:3]=1.[C:9]1(=O)[CH2:13]C[CH2:11][CH2:10]1.[CH2:15]=O.[C:17]([OH:20])(=O)[CH3:18]. Product: [CH2:1]([N:8]1[CH2:11][CH:10]2[C:17](=[O:20])[CH:18]([CH2:13][CH2:9]2)[CH2:15]1)[C:2]1[CH:7]=[CH:6][CH:5]=[CH:4][CH:3]=1. The catalyst class is: 5. (3) Reactant: [CH3:1][O:2][C:3]([C:5]1[CH:14]=[C:13]2[C:8]([CH2:9][CH2:10][CH2:11][NH:12]2)=[CH:7][CH:6]=1)=[O:4].[CH3:15][O:16][C:17]1[CH:22]=[CH:21][C:20]([CH3:23])=[CH:19][C:18]=1[S:24](Cl)(=[O:26])=[O:25]. Product: [CH3:1][O:2][C:3]([C:5]1[CH:14]=[C:13]2[C:8]([CH2:9][CH2:10][CH2:11][N:12]2[S:24]([C:18]2[CH:19]=[C:20]([CH3:23])[CH:21]=[CH:22][C:17]=2[O:16][CH3:15])(=[O:26])=[O:25])=[CH:7][CH:6]=1)=[O:4]. The catalyst class is: 272. (4) Reactant: [F:1][C:2]1[CH:16]=[CH:15][C:5]([CH2:6][NH:7]C(=O)OC(C)(C)C)=[C:4]([C:17](=[O:20])[NH:18][CH3:19])[CH:3]=1.BrC1C=CC(F)=CC=1C(O)=O.[C:32]([C:36]([OH:38])=[O:37])([F:35])([F:34])[F:33]. Product: [F:33][C:32]([F:35])([F:34])[C:36]([OH:38])=[O:37].[NH2:7][CH2:6][C:5]1[CH:15]=[CH:16][C:2]([F:1])=[CH:3][C:4]=1[C:17]([NH:18][CH3:19])=[O:20]. The catalyst class is: 2. (5) Reactant: [NH2:1][C:2]1[N:6]([C:7]2[CH:8]=[C:9]([N:13]([CH3:19])[CH2:14][CH2:15][N:16]([CH3:18])[CH3:17])[CH:10]=[CH:11][CH:12]=2)[N:5]=[C:4]([C:20]([CH3:23])([CH3:22])[CH3:21])[CH:3]=1.N1C=CC=CC=1.Cl[C:31]([O:33][C:34]1[CH:39]=[CH:38][CH:37]=[CH:36][CH:35]=1)=[O:32]. Product: [C:34]1([O:33][C:31](=[O:32])[NH:1][C:2]2[N:6]([C:7]3[CH:12]=[CH:11][CH:10]=[C:9]([N:13]([CH2:14][CH2:15][N:16]([CH3:18])[CH3:17])[CH3:19])[CH:8]=3)[N:5]=[C:4]([C:20]([CH3:23])([CH3:22])[CH3:21])[CH:3]=2)[CH:39]=[CH:38][CH:37]=[CH:36][CH:35]=1. The catalyst class is: 34. (6) Reactant: C(NC(C)C)(C)C.C([Li])CCC.[C:13]([O:17][C:18]([N:20]1[CH2:25][CH2:24][CH:23]([C:26]([O:28]CC)=O)[CH2:22][CH2:21]1)=[O:19])([CH3:16])([CH3:15])[CH3:14].[Cl:31][C:32]1[CH:42]=[CH:41][C:35]([CH:36]=[N:37][CH:38]2[CH2:40][CH2:39]2)=[CH:34][CH:33]=1. Product: [O:28]=[C:26]1[C:23]2([CH2:22][CH2:21][N:20]([C:18]([O:17][C:13]([CH3:14])([CH3:15])[CH3:16])=[O:19])[CH2:25][CH2:24]2)[CH:36]([C:35]2[CH:41]=[CH:42][C:32]([Cl:31])=[CH:33][CH:34]=2)[N:37]1[CH:38]1[CH2:39][CH2:40]1. The catalyst class is: 1. (7) Reactant: [F:1][C:2]([F:16])([F:15])[C:3](=[N:5][NH:6][C:7]1[CH:12]=[CH:11][C:10]([O:13][CH3:14])=[CH:9][CH:8]=1)[NH2:4].N1C=CC=CC=1.[CH3:23][O:24][C:25]1[CH:33]=[CH:32][C:28]([C:29](Cl)=O)=[CH:27][CH:26]=1. Product: [CH3:14][O:13][C:10]1[CH:9]=[CH:8][C:7]([N:6]2[C:29]([C:28]3[CH:32]=[CH:33][C:25]([O:24][CH3:23])=[CH:26][CH:27]=3)=[N:4][C:3]([C:2]([F:15])([F:16])[F:1])=[N:5]2)=[CH:12][CH:11]=1. The catalyst class is: 12. (8) Reactant: [C:1]([C:3]1[CH:4]=[C:5]([C:21]([NH:23][CH2:24][C:25]2[CH:30]=[CH:29][C:28]([S:31]([CH3:34])(=[O:33])=[O:32])=[CH:27][CH:26]=2)=[O:22])[C:6](=[O:20])[N:7]([C:10]2[CH:15]=[CH:14][CH:13]=[C:12]([C:16]([F:19])([F:18])[F:17])[CH:11]=2)[C:8]=1[CH3:9])#[N:2].Cl.[NH2:36]O.C[C:39]([O-:41])=O.[Na+].C(O)C. Product: [CH3:34][S:31]([C:28]1[CH:27]=[CH:26][C:25]([CH2:24][NH:23][C:21]([C:5]2[C:6](=[O:20])[N:7]([C:10]3[CH:15]=[CH:14][CH:13]=[C:12]([C:16]([F:19])([F:17])[F:18])[CH:11]=3)[C:8]([CH3:9])=[C:3]([C:1]3[N:36]=[CH:39][O:41][N:2]=3)[CH:4]=2)=[O:22])=[CH:30][CH:29]=1)(=[O:32])=[O:33]. The catalyst class is: 6.